This data is from Full USPTO retrosynthesis dataset with 1.9M reactions from patents (1976-2016). The task is: Predict the reactants needed to synthesize the given product. (1) Given the product [ClH:14].[Br:1][C:2]1[CH:3]=[C:4]([C:8]([NH2:11])([CH3:9])[CH3:10])[CH:5]=[CH:6][CH:7]=1, predict the reactants needed to synthesize it. The reactants are: [Br:1][C:2]1[CH:3]=[C:4]([C:8]([NH:11]C(=O)C[Cl:14])([CH3:10])[CH3:9])[CH:5]=[CH:6][CH:7]=1.C(O)(=O)C. (2) Given the product [CH2:1]([O:3][C:4]([C:5]1[CH:9]=[C:10]([C:12]2[CH:17]=[CH:16][C:15]([F:18])=[CH:14][CH:13]=2)[N:20]([C:21]2[CH:26]=[CH:25][CH:24]=[CH:23][CH:22]=2)[C:6]=1[CH3:7])=[O:19])[CH3:2], predict the reactants needed to synthesize it. The reactants are: [CH2:1]([O:3][C:4](=[O:19])[CH:5]([CH2:9][C:10]([C:12]1[CH:17]=[CH:16][C:15]([F:18])=[CH:14][CH:13]=1)=O)[C:6](=O)[CH3:7])[CH3:2].[NH2:20][C:21]1[CH:26]=[CH:25][CH:24]=[CH:23][CH:22]=1.O. (3) Given the product [O:10]([CH2:9][C:2]1[CH:3]=[C:4]([OH:6])[N:17]([C:19]2[CH:24]=[CH:23][CH:22]=[CH:21][N:20]=2)[N:18]=1)[C:11]1[CH:12]=[CH:13][CH:14]=[CH:15][CH:16]=1, predict the reactants needed to synthesize it. The reactants are: O=[C:2]([CH2:9][O:10][C:11]1[CH:16]=[CH:15][CH:14]=[CH:13][CH:12]=1)[CH2:3][C:4]([O:6]CC)=O.[NH:17]([C:19]1[CH:24]=[CH:23][CH:22]=[CH:21][N:20]=1)[NH2:18]. (4) Given the product [ClH:31].[N:16]12[CH2:21][CH2:20][CH:19]([CH2:18][CH2:17]1)[C@@H:14]([NH:13][C:11]([C:9]1[S:10][C:6]3[CH:5]=[C:4]([NH:3][C:40]([NH:39][C:33]4[CH:34]=[CH:35][C:36]([Cl:38])=[CH:37][C:32]=4[Cl:31])=[O:41])[CH:23]=[CH:22][C:7]=3[CH:8]=1)=[O:12])[CH2:15]2, predict the reactants needed to synthesize it. The reactants are: Cl.Cl.[NH2:3][C:4]1[CH:23]=[CH:22][C:7]2[CH:8]=[C:9]([C:11]([NH:13][C@@H:14]3[CH:19]4[CH2:20][CH2:21][N:16]([CH2:17][CH2:18]4)[CH2:15]3)=[O:12])[S:10][C:6]=2[CH:5]=1.C(N(CC)CC)C.[Cl:31][C:32]1[CH:37]=[C:36]([Cl:38])[CH:35]=[CH:34][C:33]=1[N:39]=[C:40]=[O:41]. (5) The reactants are: [Cl:1][C:2]1[S:6][C:5]([CH2:7][OH:8])=[CH:4][C:3]=1[C:9]1([C:13]2[CH:18]=[CH:17][CH:16]=[C:15]([Cl:19])[CH:14]=2)[CH2:12][CH2:11][O:10]1. Given the product [Cl:1][C:2]1[S:6][C:5]([CH:7]=[O:8])=[CH:4][C:3]=1[C:9]1([C:13]2[CH:18]=[CH:17][CH:16]=[C:15]([Cl:19])[CH:14]=2)[CH2:12][CH2:11][O:10]1, predict the reactants needed to synthesize it. (6) Given the product [NH2:27][CH:18]([CH:19]([NH2:20])[CH2:35][CH2:36][CH3:37])[CH2:17][CH2:16][CH2:15][C:12]1[CH:11]=[CH:10][C:9]([O:8][CH:7]([OH:47])[CH:5]([OH:6])[CH3:4])=[CH:14][CH:13]=1, predict the reactants needed to synthesize it. The reactants are: CC1(C)[O:6][C@H:5]([CH2:7][O:8][C:9]2[CH:14]=[CH:13][C:12]([CH2:15][CH2:16][CH2:17][CH:18]([NH:27]S(C(C)(C)C)=O)/[CH:19]=[N:20]/S(C(C)(C)C)=O)=[CH:11][CH:10]=2)[CH2:4]O1.[CH2:35]([Mg]Cl)[CH2:36][CH3:37].C([Mg])CC.C1C[O:47]CC1.